Task: Predict the reactants needed to synthesize the given product.. Dataset: Retrosynthesis with 50K atom-mapped reactions and 10 reaction types from USPTO (1) Given the product Cc1ccc(C(=O)c2cc(Cl)ccc2NS(=O)(=O)c2ccc(OC(C)C)cc2)cn1, predict the reactants needed to synthesize it. The reactants are: CC(C)Oc1ccc(S(=O)(=O)Cl)cc1.Cc1ccc(C(=O)c2cc(Cl)ccc2N)cn1. (2) The reactants are: CC(C)OP(OC(C)C)OC(C)C.O=[N+]([O-])c1ccc(CBr)cc1. Given the product CC(C)OP(=O)(Cc1ccc([N+](=O)[O-])cc1)OC(C)C, predict the reactants needed to synthesize it.